Dataset: Forward reaction prediction with 1.9M reactions from USPTO patents (1976-2016). Task: Predict the product of the given reaction. Given the reactants [CH3:1][O:2][C:3]1[CH:20]=[C:19]([C:21](O)=[O:22])[CH:18]=[C:17]2[C:4]=1[C@@:5]1([CH3:29])[C@H:14]([CH2:15][S:16]2(=[O:25])=[O:24])[C@:13]2([CH3:26])[C@H:8]([C:9]([CH3:28])([CH3:27])[CH2:10][CH2:11][CH2:12]2)[CH2:7][CH2:6]1.[CH3:30][N:31](C(ON1N=NC2C=CC=NC1=2)=[N+](C)C)C.F[P-](F)(F)(F)(F)F.CN1CCOCC1.CN, predict the reaction product. The product is: [CH3:1][O:2][C:3]1[CH:20]=[C:19]([C:21]([NH:31][CH3:30])=[O:22])[CH:18]=[C:17]2[C:4]=1[C@@:5]1([CH3:29])[C@H:14]([CH2:15][S:16]2(=[O:25])=[O:24])[C@:13]2([CH3:26])[C@H:8]([C:9]([CH3:28])([CH3:27])[CH2:10][CH2:11][CH2:12]2)[CH2:7][CH2:6]1.